Dataset: Forward reaction prediction with 1.9M reactions from USPTO patents (1976-2016). Task: Predict the product of the given reaction. (1) Given the reactants [CH3:1][O:2][C:3]1[CH:33]=[CH:32][C:6]([CH2:7][NH:8][C:9]2[C:18]([CH2:19][CH2:20][C:21]([NH:23][CH2:24][CH:25]3[CH2:30][CH2:29][CH2:28][CH2:27][CH2:26]3)=[O:22])=[CH:17][C:16]3[C:11](=[CH:12][CH:13]=[C:14](Br)[CH:15]=3)[N:10]=2)=[CH:5][CH:4]=1.[Cl:34][C:35]1[CH:40]=[CH:39][CH:38]=[CH:37][C:36]=1B(O)O.C([O-])(=O)C.[K+].CCO, predict the reaction product. The product is: [CH3:1][O:2][C:3]1[CH:33]=[CH:32][C:6]([CH2:7][NH:8][C:9]2[C:18]([CH2:19][CH2:20][C:21]([NH:23][CH2:24][CH:25]3[CH2:30][CH2:29][CH2:28][CH2:27][CH2:26]3)=[O:22])=[CH:17][C:16]3[C:11](=[CH:12][CH:13]=[C:14]([C:36]4[CH:37]=[CH:38][CH:39]=[CH:40][C:35]=4[Cl:34])[CH:15]=3)[N:10]=2)=[CH:5][CH:4]=1. (2) Given the reactants Br[C:2]1[CH:9]=[CH:8][C:5]([C:6]#[N:7])=[CH:4][CH:3]=1.[NH2:10][C:11]1[CH:16]=[N:15][CH:14]=[CH:13][N:12]=1.C(=O)([O-])[O-].[Cs+].[Cs+], predict the reaction product. The product is: [N:12]1[CH:13]=[CH:14][N:15]=[CH:16][C:11]=1[NH:10][C:2]1[CH:9]=[CH:8][C:5]([C:6]#[N:7])=[CH:4][CH:3]=1.